Predict which catalyst facilitates the given reaction. From a dataset of Catalyst prediction with 721,799 reactions and 888 catalyst types from USPTO. (1) Reactant: [NH2:1][C@H:2]1[CH2:7][CH2:6][C@H:5]([OH:8])[CH2:4][CH2:3]1.C1N=CN([C:14](N2C=NC=C2)=[O:15])C=1.[CH:21]1([O:26][C:27]2[CH:32]=[CH:31][C:30]([NH:33][CH2:34][CH:35](OCC)OCC)=[CH:29][CH:28]=2)[CH2:25][CH2:24][CH2:23][CH2:22]1.C(O)(C(F)(F)F)=O. Product: [CH:21]1([O:26][C:27]2[CH:28]=[CH:29][C:30]([N:33]3[CH:34]=[CH:35][N:1]([C@H:2]4[CH2:7][CH2:6][C@H:5]([OH:8])[CH2:4][CH2:3]4)[C:14]3=[O:15])=[CH:31][CH:32]=2)[CH2:22][CH2:23][CH2:24][CH2:25]1. The catalyst class is: 136. (2) Reactant: Br[CH:2]1[CH2:6][CH2:5][N:4]([CH2:7][C:8]2[CH:13]=[CH:12][C:11]([CH:14]([F:16])[F:15])=[CH:10][CH:9]=2)[C:3]1=[O:17].[F:18][C:19]1[CH:24]=[C:23]([C@@H:25]2[CH2:30][CH2:29][NH:28][CH2:27][C@H:26]2[F:31])[CH:22]=[CH:21][C:20]=1[OH:32].C(N(CC)CC)C. The catalyst class is: 47. Product: [F:15][CH:14]([F:16])[C:11]1[CH:12]=[CH:13][C:8]([CH2:7][N:4]2[CH2:5][CH2:6][CH:2]([N:28]3[CH2:29][CH2:30][C@@H:25]([C:23]4[CH:22]=[CH:21][C:20]([OH:32])=[C:19]([F:18])[CH:24]=4)[C@H:26]([F:31])[CH2:27]3)[C:3]2=[O:17])=[CH:9][CH:10]=1. (3) Reactant: [OH:1][CH2:2][CH:3]1[CH2:7][CH2:6][CH:5]([CH2:8][OH:9])[N:4]1[C:10]([O:12][C:13]([CH3:16])([CH3:15])[CH3:14])=[O:11].C(N(CC)CC)C.[C:24]1([CH3:34])[CH:29]=[CH:28][C:27]([S:30](Cl)(=[O:32])=[O:31])=[CH:26][CH:25]=1. The catalyst class is: 112. Product: [OH:1][CH2:2][CH:3]1[CH2:7][CH2:6][CH:5]([CH2:8][O:9][S:30]([C:27]2[CH:28]=[CH:29][C:24]([CH3:34])=[CH:25][CH:26]=2)(=[O:32])=[O:31])[N:4]1[C:10]([O:12][C:13]([CH3:16])([CH3:15])[CH3:14])=[O:11]. (4) The catalyst class is: 4. Reactant: [CH:1]([O:4][C:5]1[CH:10]=[CH:9][CH:8]=[CH:7][C:6]=1[N:11]1[CH2:16][CH2:15][NH:14][CH2:13][CH2:12]1)([CH3:3])[CH3:2].C(O)(=O)/C=C/C(O)=O.C(O)(=O)/C=C/C(O)=O.[OH-].[Na+]. Product: [CH:1]([O:4][C:5]1[CH:10]=[CH:9][CH:8]=[CH:7][C:6]=1[N:11]1[CH2:16][CH2:15][NH:14][CH2:13][CH2:12]1)([CH3:3])[CH3:2]. (5) Reactant: [C:1]1([C:15](O)=[C:11]([N+:12]([O-:14])=[O:13])[CH:10]=[C:6]([N+:7]([O-:9])=[O:8])[CH:5]=1)[N+:2]([O-:4])=[O:3].P([O-])([O-])(O)=O.[NH4+:22].[NH4+].S1(CCCC1)(=O)=O. Product: [CH:5]1[C:1]([N+:2]([O-:4])=[O:3])=[C:15]([NH2:22])[C:11]([N+:12]([O-:14])=[O:13])=[CH:10][C:6]=1[N+:7]([O-:9])=[O:8]. The catalyst class is: 6.